Dataset: Peptide-MHC class I binding affinity with 185,985 pairs from IEDB/IMGT. Task: Regression. Given a peptide amino acid sequence and an MHC pseudo amino acid sequence, predict their binding affinity value. This is MHC class I binding data. The peptide sequence is RPVPHWPKY. The MHC is HLA-B08:02 with pseudo-sequence HLA-B08:02. The binding affinity (normalized) is 0.0847.